From a dataset of Forward reaction prediction with 1.9M reactions from USPTO patents (1976-2016). Predict the product of the given reaction. (1) Given the reactants Cl[C:2]1[CH:7]=[CH:6][C:5]([N+:8]([O-:10])=[O:9])=[CH:4][N:3]=1.[CH:11]([C:13]1[C:14]([O:23][CH2:24][CH2:25][CH2:26][CH3:27])=[C:15](B(O)O)[CH:16]=[C:17]([CH3:19])[CH:18]=1)=[O:12], predict the reaction product. The product is: [CH2:24]([O:23][C:14]1[C:15]([C:2]2[CH:7]=[CH:6][C:5]([N+:8]([O-:10])=[O:9])=[CH:4][N:3]=2)=[CH:16][C:17]([CH3:19])=[CH:18][C:13]=1[CH:11]=[O:12])[CH2:25][CH2:26][CH3:27]. (2) The product is: [Br:13][CH2:10][C:4]1[CH:5]=[CH:6][C:7]([S:8][CH3:9])=[C:2]([F:1])[CH:3]=1. Given the reactants [F:1][C:2]1[CH:3]=[C:4]([CH2:10]O)[CH:5]=[CH:6][C:7]=1[S:8][CH3:9].C(Br)(Br)(Br)[Br:13].C1(P(C2C=CC=CC=2)C2C=CC=CC=2)C=CC=CC=1, predict the reaction product.